From a dataset of Catalyst prediction with 721,799 reactions and 888 catalyst types from USPTO. Predict which catalyst facilitates the given reaction. (1) Reactant: [NH2:1][C:2]1[C:10]([Br:11])=[CH:9][CH:8]=[CH:7][C:3]=1[C:4](O)=[O:5].CC(O)=O.[O:16]([C:18]#[N:19])[Na].[OH-].[Na+]. Product: [Br:11][C:10]1[CH:9]=[CH:8][CH:7]=[C:3]2[C:2]=1[N:1]=[C:18]([OH:16])[N:19]=[C:4]2[OH:5]. The catalyst class is: 6. (2) Reactant: [NH2:1][C:2]1[CH:16]=[CH:15][CH:14]=[CH:13][C:3]=1[C:4]([NH:6][C:7]1[CH:12]=[CH:11][CH:10]=[CH:9][CH:8]=1)=[O:5].[F:17][C:18]1[CH:19]=[C:20]([CH:23]=[CH:24][CH:25]=1)[CH:21]=O. Product: [F:17][C:18]1[CH:19]=[C:20]([CH:23]=[CH:24][CH:25]=1)[CH:21]=[N:1][C:2]1[CH:16]=[CH:15][CH:14]=[CH:13][C:3]=1[C:4]([NH:6][C:7]1[CH:12]=[CH:11][CH:10]=[CH:9][CH:8]=1)=[O:5]. The catalyst class is: 5. (3) Reactant: [Cl:1][C:2]1[C:7]2[C:8](=O)[O:9][CH:10](O)[C:6]=2[CH:5]=[C:4]([Cl:13])[N:3]=1.S(O)(O)(=O)=O.[NH2:19][NH2:20].C([O-])(=O)C.[Na+]. Product: [Cl:1][C:2]1[C:7]2[C:8](=[O:9])[NH:19][N:20]=[CH:10][C:6]=2[CH:5]=[C:4]([Cl:13])[N:3]=1. The catalyst class is: 6. (4) Reactant: Cl[C:2]1[N:3]=[C:4]([CH3:12])[C:5]([C:8]([O:10][CH3:11])=[O:9])=[N:6][CH:7]=1.[F:13][CH:14]([F:17])[CH2:15][OH:16].C(=O)([O-])[O-].[K+].[K+]. Product: [F:13][CH:14]([F:17])[CH2:15][O:16][C:2]1[N:3]=[C:4]([CH3:12])[C:5]([C:8]([O:10][CH3:11])=[O:9])=[N:6][CH:7]=1. The catalyst class is: 6. (5) Reactant: [Br:1][C:2]1[C:3]([C:12]2[O:13][CH:14]=[CH:15][CH:16]=2)=[N:4][C:5]([NH2:11])=[N:6][C:7]=1S(C)=O.[NH2:17][CH2:18][CH2:19][N:20]1[CH2:25][CH2:24][O:23][CH2:22][CH2:21]1. Product: [Br:1][C:2]1[C:7]([NH:17][CH2:18][CH2:19][N:20]2[CH2:25][CH2:24][O:23][CH2:22][CH2:21]2)=[N:6][C:5]([NH2:11])=[N:4][C:3]=1[C:12]1[O:13][CH:14]=[CH:15][CH:16]=1. The catalyst class is: 12. (6) Reactant: [CH3:1][O:2][C:3]([C:5]1[CH:10]=[CH:9][C:8](F)=[C:7]([Br:12])[CH:6]=1)=[O:4].[Cl:13][C:14]1[CH:19]=[CH:18][C:17]([OH:20])=[CH:16][CH:15]=1.CC(C)([O-])C.[K+].O. Product: [Br:12][C:7]1[CH:6]=[C:5]([CH:10]=[CH:9][C:8]=1[O:20][C:17]1[CH:18]=[CH:19][C:14]([Cl:13])=[CH:15][CH:16]=1)[C:3]([OH:2])=[O:4].[CH3:1][O:2][C:3](=[O:4])[C:5]1[CH:10]=[CH:9][C:8]([O:20][C:17]2[CH:18]=[CH:19][C:14]([Cl:13])=[CH:15][CH:16]=2)=[C:7]([Br:12])[CH:6]=1. The catalyst class is: 16. (7) Reactant: Br[CH2:2][CH2:3][CH2:4][CH:5]=[CH2:6].[S:7]([O-:10])([O-:9])=[O:8].[Na+:11].[Na+]. Product: [CH2:2]([S:7]([O-:10])(=[O:9])=[O:8])[CH2:3][CH2:4][CH:5]=[CH2:6].[Na+:11]. The catalyst class is: 6. (8) Reactant: Cl[C:2]([O:4][CH2:5][CH2:6]Cl)=[O:3].[NH2:8][C:9]1[CH:10]=[C:11]([C:26]2[CH:31]=[CH:30][C:29]([C@@H:32]([OH:36])[CH:33]([F:35])[F:34])=[CH:28][CH:27]=2)[CH:12]=[C:13]([NH:15][C:16]2[N:21]=[C:20]([C:22]([F:25])([F:24])[F:23])[CH:19]=[CH:18][N:17]=2)[CH:14]=1.C(=O)([O-])[O-].[K+].[K+]. Product: [F:35][CH:33]([F:34])[C@@H:32]([C:29]1[CH:30]=[CH:31][C:26]([C:11]2[CH:12]=[C:13]([NH:15][C:16]3[N:21]=[C:20]([C:22]([F:25])([F:24])[F:23])[CH:19]=[CH:18][N:17]=3)[CH:14]=[C:9]([N:8]3[CH2:6][CH2:5][O:4][C:2]3=[O:3])[CH:10]=2)=[CH:27][CH:28]=1)[OH:36]. The catalyst class is: 115. (9) Reactant: [Cl:1][C:2]1[C:10]2[NH:9][CH2:8][C@@H:7]3[CH2:11][N:12]([C:15]([O:17][C:18]([CH3:21])([CH3:20])[CH3:19])=[O:16])[CH2:13][CH2:14][C:5]([C:6]=23)=[CH:4][CH:3]=1.[CH2:22](Br)[C:23]1[CH:28]=[CH:27][CH:26]=[CH:25][CH:24]=1.CN(C=O)C.[H-].[Na+]. Product: [CH2:22]([N:9]1[C:10]2[C:2]([Cl:1])=[CH:3][CH:4]=[C:5]3[CH2:14][CH2:13][N:12]([C:15]([O:17][C:18]([CH3:21])([CH3:20])[CH3:19])=[O:16])[CH2:11][C@H:7]([C:6]=23)[CH2:8]1)[C:23]1[CH:28]=[CH:27][CH:26]=[CH:25][CH:24]=1. The catalyst class is: 6.